From a dataset of Reaction yield outcomes from USPTO patents with 853,638 reactions. Predict the reaction yield, written as a fraction of the theoretical maximum amount of product (1.0 means a 100% yield; for example, 0.34 means a 34% yield). (1) The reactants are [CH:1]1([NH2:6])[CH2:5][CH2:4][CH2:3][CH2:2]1.N1C=CC=CC=1.Cl[C:14]([O:16][C:17]1[CH:22]=[CH:21][CH:20]=[CH:19][CH:18]=1)=[O:15]. The catalyst is O1CCCC1. The product is [CH:1]1([NH:6][C:14](=[O:15])[O:16][C:17]2[CH:22]=[CH:21][CH:20]=[CH:19][CH:18]=2)[CH2:5][CH2:4][CH2:3][CH2:2]1. The yield is 0.810. (2) The catalyst is CO. The product is [ClH:28].[ClH:28].[ClH:28].[NH2:20][CH2:19][C@H:14]([N:11]1[CH2:10][CH2:9][N:8]([CH2:1][C:2]2[CH:3]=[CH:4][CH:5]=[CH:6][CH:7]=2)[CH2:13][CH2:12]1)[C:15]([O:17][CH3:18])=[O:16]. The reactants are [CH2:1]([N:8]1[CH2:13][CH2:12][N:11]([C@@H:14]([CH2:19][NH:20]C(OC(C)(C)C)=O)[C:15]([O:17][CH3:18])=[O:16])[CH2:10][CH2:9]1)[C:2]1[CH:7]=[CH:6][CH:5]=[CH:4][CH:3]=1.[ClH:28]. The yield is 1.00. (3) The reactants are [CH3:1][C:2]1[CH:7]=[C:6]([CH3:8])[N:5]=[C:4]2[S:9][NH:10][C:11](=[O:12])[C:3]=12.I[CH2:14][C:15]([N:17]1[CH2:22][CH2:21][N:20]([C:23]([O:25][CH2:26][CH3:27])=[O:24])[CH2:19][CH2:18]1)=[O:16].CCN(CC)CC.C([O-])([O-])=O.[Cs+].[Cs+]. The catalyst is C(Cl)Cl. The product is [CH3:1][C:2]1[CH:7]=[C:6]([CH3:8])[N:5]=[C:4]2[S:9][N:10]=[C:11]([O:12][CH2:14][C:15]([N:17]3[CH2:22][CH2:21][N:20]([C:23]([O:25][CH2:26][CH3:27])=[O:24])[CH2:19][CH2:18]3)=[O:16])[C:3]=12. The yield is 0.110. (4) The reactants are [ClH:1].[CH2:2]([C:6]1[N:7]=[C:8]([NH2:11])[NH:9][CH:10]=1)[CH2:3][C:4]#[CH:5].[CH2:12]([N:19]=[N+:20]=[N-:21])[C:13]1[CH:18]=[CH:17][CH:16]=[CH:15][CH:14]=1. No catalyst specified. The product is [ClH:1].[CH2:12]([N:19]1[CH:5]=[C:4]([CH2:3][CH2:2][C:6]2[N:7]=[C:8]([NH2:11])[NH:9][CH:10]=2)[N:21]=[N:20]1)[C:13]1[CH:18]=[CH:17][CH:16]=[CH:15][CH:14]=1. The yield is 0.460. (5) The reactants are [C:1]([O:5][C:6](=[O:29])[NH:7][C:8]([C:10]1[S:11][C:12]([S:27][CH3:28])=[C:13]([S:15]([C:18]2[CH:23]=[CH:22][CH:21]=[C:20](B(O)O)[CH:19]=2)(=[O:17])=[O:16])[CH:14]=1)=[NH:9])([CH3:4])([CH3:3])[CH3:2].I[C:31]1[C:36]([CH3:37])=[CH:35][C:34]([N+:38]([O-:40])=[O:39])=[CH:33][N:32]=1.O. The catalyst is CN(C=O)C.[Cu]I.C1C=CC([P]([Pd]([P](C2C=CC=CC=2)(C2C=CC=CC=2)C2C=CC=CC=2)([P](C2C=CC=CC=2)(C2C=CC=CC=2)C2C=CC=CC=2)[P](C2C=CC=CC=2)(C2C=CC=CC=2)C2C=CC=CC=2)(C2C=CC=CC=2)C2C=CC=CC=2)=CC=1. The product is [C:1]([O:5][C:6](=[O:29])[NH:7][C:8](=[NH:9])[C:10]1[S:11][C:12]([S:27][CH3:28])=[C:13]([S:15]([C:18]2[CH:23]=[CH:22][CH:21]=[C:20]([C:31]3[C:36]([CH3:37])=[CH:35][C:34]([N+:38]([O-:40])=[O:39])=[CH:33][N:32]=3)[CH:19]=2)(=[O:17])=[O:16])[CH:14]=1)([CH3:4])([CH3:3])[CH3:2]. The yield is 0.480. (6) The reactants are Br[C:2]1(Br)[C:10]2[C:5](=[N:6][CH:7]=[CH:8][CH:9]=2)[NH:4][C:3]1=[O:11].[C:13]([OH:16])(=[O:15])[CH3:14]. The catalyst is C(#N)C.[Zn]. The product is [C:13]([OH:16])(=[O:15])[CH3:14].[NH:4]1[C:5]2[C:10](=[CH:9][CH:8]=[CH:7][N:6]=2)[CH2:2][C:3]1=[O:11]. The yield is 0.910.